This data is from Full USPTO retrosynthesis dataset with 1.9M reactions from patents (1976-2016). The task is: Predict the reactants needed to synthesize the given product. (1) The reactants are: [Cl:1][C:2]1[CH:10]=[C:9]2[C:5]([CH2:6][C:7](=[O:11])[NH:8]2)=[CH:4][CH:3]=1.[Cl:12][C:13]1[CH:14]=[CH:15][C:16]([O:21][C:22]2[CH:27]=[CH:26][C:25]([O:28][CH3:29])=[CH:24][CH:23]=2)=[C:17]([CH:20]=1)[CH:18]=O.N1CCCC1. Given the product [Cl:1][C:2]1[CH:10]=[C:9]2[C:5](/[C:6](=[CH:18]/[C:17]3[CH:20]=[C:13]([Cl:12])[CH:14]=[CH:15][C:16]=3[O:21][C:22]3[CH:27]=[CH:26][C:25]([O:28][CH3:29])=[CH:24][CH:23]=3)/[C:7](=[O:11])[NH:8]2)=[CH:4][CH:3]=1, predict the reactants needed to synthesize it. (2) Given the product [CH3:1][O:2][C:3]([CH:5]1[CH2:10][CH2:9][CH2:8][N:7]([C:19]([C:17]2[CH:16]=[CH:15][N:14]=[C:13]([S:12][CH3:11])[N:18]=2)=[O:20])[NH:6]1)=[O:4], predict the reactants needed to synthesize it. The reactants are: [CH3:1][O:2][C:3]([CH:5]1[CH2:10][CH2:9][CH2:8][NH:7][NH:6]1)=[O:4].[CH3:11][S:12][C:13]1[N:18]=[C:17]([C:19](Cl)=[O:20])[CH:16]=[CH:15][N:14]=1.C(N(CC)CC)C.Cl. (3) Given the product [Cl:23][C:21]1[CH:20]=[CH:19][C:18]2[N:14]([CH:11]3[CH2:10][CH2:9][NH:8][CH2:13][CH2:12]3)[C:15]([CH2:24][N:32]3[C:33]4[C:38](=[CH:37][CH:36]=[CH:35][CH:34]=4)[C:30]([S:27]([CH3:26])(=[O:28])=[O:29])=[N:31]3)=[N:16][C:17]=2[CH:22]=1, predict the reactants needed to synthesize it. The reactants are: C(OC([N:8]1[CH2:13][CH2:12][CH:11]([N:14]2[C:18]3[CH:19]=[CH:20][C:21]([Cl:23])=[CH:22][C:17]=3[N:16]=[C:15]2[CH2:24]Cl)[CH2:10][CH2:9]1)=O)(C)(C)C.[CH3:26][S:27]([C:30]1[C:38]2[C:33](=[CH:34][CH:35]=[CH:36][CH:37]=2)[NH:32][N:31]=1)(=[O:29])=[O:28].CS(C1C2C(=CN=CC=2)NN=1)(=O)=O. (4) Given the product [OH:37][C@H:27]1[C@H:28]([OH:36])[C@@H:29]([CH2:34][OH:35])[O:30][C@@H:31]([O:32][CH3:33])[C@@H:26]1[NH:25][C:11](=[O:13])/[CH:10]=[CH:9]/[CH:8]=[CH:7]/[C:1]1[CH:2]=[CH:3][CH:4]=[CH:5][CH:6]=1, predict the reactants needed to synthesize it. The reactants are: [C:1]1([CH:7]=[CH:8][CH:9]=[CH:10][C:11]([OH:13])=O)[CH:6]=[CH:5][CH:4]=[CH:3][CH:2]=1.CN(C)CCCN=C=NCC.[NH2:25][C@H:26]1[C@H:31]([O:32][CH3:33])[O:30][C@H:29]([CH2:34][OH:35])[C@@H:28]([OH:36])[C@@H:27]1[OH:37]. (5) Given the product [NH:1]([C:2]1[CH:9]=[CH:8][C:5]([C:6]#[N:7])=[CH:4][C:3]=1[S:10][CH3:11])[NH2:13], predict the reactants needed to synthesize it. The reactants are: [NH2:1][C:2]1[CH:9]=[CH:8][C:5]([C:6]#[N:7])=[CH:4][C:3]=1[S:10][CH3:11].Cl.[N:13]([O-])=O.[Na+].[Sn](Cl)Cl.